This data is from Full USPTO retrosynthesis dataset with 1.9M reactions from patents (1976-2016). The task is: Predict the reactants needed to synthesize the given product. (1) Given the product [N+:9]([C:12]1[CH:17]=[CH:16][C:15]([C:18]2[C:6]3[C:1](=[CH:2][CH:3]=[CH:4][CH:5]=3)[NH:7][C:19]=2[C:21]2[CH:26]=[CH:25][CH:24]=[CH:23][CH:22]=2)=[CH:14][CH:13]=1)([O-:11])=[O:10], predict the reactants needed to synthesize it. The reactants are: [C:1]1([NH:7]N)[CH:6]=[CH:5][CH:4]=[CH:3][CH:2]=1.[N+:9]([C:12]1[CH:17]=[CH:16][C:15]([CH2:18][C:19]([C:21]2[CH:26]=[CH:25][CH:24]=[CH:23][CH:22]=2)=O)=[CH:14][CH:13]=1)([O-:11])=[O:10].S(=O)(=O)(O)O.C(OCC)(=O)C.CCCCCCC. (2) Given the product [Cl:30][CH2:31][CH2:32][CH2:33][CH2:34][CH2:35][CH2:17][O:16][C:14](=[O:15])[C:9]([CH2:18][C:19]1[CH:20]=[CH:21][C:22]([N+:25]([O-:27])=[O:26])=[CH:23][CH:24]=1)([CH2:8][C:7]1[CH:6]=[CH:5][C:4]([N+:1]([O-:3])=[O:2])=[CH:29][CH:28]=1)[C:10]([O:12][CH2:13][CH2:35][CH2:34][CH2:33][CH2:32][CH2:31][Cl:30])=[O:11], predict the reactants needed to synthesize it. The reactants are: [N+:1]([C:4]1[CH:29]=[CH:28][C:7]([CH2:8][C:9]([CH2:18][C:19]2[CH:24]=[CH:23][C:22]([N+:25]([O-:27])=[O:26])=[CH:21][CH:20]=2)([C:14]([O:16][CH3:17])=[O:15])[C:10]([O:12][CH3:13])=[O:11])=[CH:6][CH:5]=1)([O-:3])=[O:2].[Cl:30][CH2:31][CH2:32][CH2:33][CH2:34][CH2:35]CO. (3) Given the product [C:25]([O:1][CH2:2][C:3]1[C-:4]([N:8]([CH3:10])[CH3:9])[CH:5]=[CH:6][CH:7]=1)(=[O:26])[CH3:24].[CH-:11]1[CH:15]=[CH:14][CH:13]=[CH:12]1.[Fe+2:16], predict the reactants needed to synthesize it. The reactants are: [OH:1][CH2:2][C:3]1[C-:4]([N:8]([CH3:10])[CH3:9])[CH:5]=[CH:6][CH:7]=1.[CH-:11]1[CH:15]=[CH:14][CH:13]=[CH:12]1.[Fe+2:16].CCN(CC)CC.[CH3:24][C:25](OC(C)=O)=[O:26].